This data is from Catalyst prediction with 721,799 reactions and 888 catalyst types from USPTO. The task is: Predict which catalyst facilitates the given reaction. (1) Reactant: [C:1]1([C:7]2[O:11][C:10]([C:12]3[N:16]([C:17]4[CH:18]=[C:19]([CH:34]=[CH:35][CH:36]=4)[CH2:20][NH:21][C:22](=[O:33])[CH:23]([NH:25]C(=O)OC(C)(C)C)[CH3:24])[N:15]=[C:14]([C:37]([F:40])([F:39])[F:38])[CH:13]=3)=[N:9][N:8]=2)[CH:6]=[CH:5][CH:4]=[CH:3][CH:2]=1.FC(F)(F)C(O)=O. Product: [C:1]1([C:7]2[O:11][C:10]([C:12]3[N:16]([C:17]4[CH:18]=[C:19]([CH:34]=[CH:35][CH:36]=4)[CH2:20][NH:21][C:22](=[O:33])[CH:23]([NH2:25])[CH3:24])[N:15]=[C:14]([C:37]([F:38])([F:39])[F:40])[CH:13]=3)=[N:9][N:8]=2)[CH:2]=[CH:3][CH:4]=[CH:5][CH:6]=1. The catalyst class is: 2. (2) Reactant: [O:1]=[C:2]1[CH2:7][C:6](=[O:8])[CH2:5][CH2:4][N:3]1[C:9]([O:11][C:12]([CH3:15])([CH3:14])[CH3:13])=[O:10].CCN(CC)CC.[F:23][C:24]([F:37])([F:36])[S:25](O[S:25]([C:24]([F:37])([F:36])[F:23])(=[O:27])=[O:26])(=[O:27])=[O:26]. Product: [O:1]=[C:2]1[CH:7]=[C:6]([O:8][S:25]([C:24]([F:37])([F:36])[F:23])(=[O:27])=[O:26])[CH2:5][CH2:4][N:3]1[C:9]([O:11][C:12]([CH3:15])([CH3:14])[CH3:13])=[O:10]. The catalyst class is: 79.